This data is from Retrosynthesis with 50K atom-mapped reactions and 10 reaction types from USPTO. The task is: Predict the reactants needed to synthesize the given product. (1) Given the product O=C(O)c1cnc(Br)c(-c2cccc(Cl)c2)n1, predict the reactants needed to synthesize it. The reactants are: COC(=O)c1cnc(Br)c(-c2cccc(Cl)c2)n1. (2) The reactants are: CC(C)(C)OC(=O)NCC(=O)Nc1cccc(-c2cc3nc(-c4cnc(N)nc4)nc(N4CCOCC4)c3s2)c1. Given the product NCC(=O)Nc1cccc(-c2cc3nc(-c4cnc(N)nc4)nc(N4CCOCC4)c3s2)c1, predict the reactants needed to synthesize it. (3) Given the product CC(C)(C#N)c1ccc(N)cc1Br, predict the reactants needed to synthesize it. The reactants are: CC(C)(C#N)c1ccc([N+](=O)[O-])cc1Br. (4) Given the product CC(=O)OCC(=O)N[C@H]1C[C@@H](n2cnc3c(N[C@H](CO)Cc4ccccc4)nc(Cl)nc32)[C@H](O)[C@@H]1O, predict the reactants needed to synthesize it. The reactants are: CC(=O)OCC(=O)Cl.NC1CC(n2cnc3c(N[C@H](CO)Cc4ccccc4)nc(Cl)nc32)C(O)C1O.